From a dataset of Full USPTO retrosynthesis dataset with 1.9M reactions from patents (1976-2016). Predict the reactants needed to synthesize the given product. (1) Given the product [CH2:62]([C:63]1[CH:64]=[CH:65][CH:66]=[CH:71][C:67]=1[NH:68][C:49]([C:34]1([CH2:33][NH:32][C:30](=[O:31])[O:29][C:25]([CH3:27])([CH3:26])[CH3:28])[CH2:39][CH2:38][N:37]([C:40]2[C:41]3[CH:48]=[CH:47][NH:46][C:42]=3[N:43]=[CH:44][N:45]=2)[CH2:36][CH2:35]1)=[O:51])[CH3:1], predict the reactants needed to synthesize it. The reactants are: [CH3:1]N(C(ON1N=NC2C=CC=NC1=2)=[N+](C)C)C.F[P-](F)(F)(F)(F)F.[C:25]([O:29][C:30]([NH:32][CH2:33][C:34]1([C:49]([OH:51])=O)[CH2:39][CH2:38][N:37]([C:40]2[C:41]3[CH:48]=[CH:47][NH:46][C:42]=3[N:43]=[CH:44][N:45]=2)[CH2:36][CH2:35]1)=[O:31])([CH3:28])([CH3:27])[CH3:26].CCN(C(C)C)C(C)C.N1[CH:66]=[CH:65][CH:64]=[C:63]([C:67]2[N:68]=C(N)S[CH:71]=2)[CH:62]=1. (2) Given the product [F:16][C:17]1[CH:22]=[CH:21][C:20]([C:2]2[CH:11]=[CH:10][N:9]=[C:8]3[C:3]=2[CH:4]=[CH:5][C:6]([C:12]([F:15])([F:14])[F:13])=[N:7]3)=[CH:19][C:18]=1[O:32][CH3:33], predict the reactants needed to synthesize it. The reactants are: Cl[C:2]1[CH:11]=[CH:10][N:9]=[C:8]2[C:3]=1[CH:4]=[CH:5][C:6]([C:12]([F:15])([F:14])[F:13])=[N:7]2.[F:16][C:17]1[CH:22]=[CH:21][C:20](B2OC(C)(C)C(C)(C)O2)=[CH:19][C:18]=1[O:32][CH3:33]. (3) Given the product [CH3:1][C:2]1[C:3]([N:8]2[CH2:24][C:23]3[C:18](=[CH:19][CH:20]=[CH:21][CH:22]=3)[CH2:17]2)=[N:4][CH:5]=[CH:6][CH:7]=1, predict the reactants needed to synthesize it. The reactants are: [CH3:1][C:2]1[C:3]([NH2:8])=[N:4][CH:5]=[CH:6][CH:7]=1.C(N1[CH2:24][C:23]2[C:18](=[CH:19][CH:20]=[CH:21][CH:22]=2)[CH2:17]1)C1C=CC=CC=1. (4) Given the product [OH:80][CH:65]([CH2:64][NH:63][C:56](=[O:57])[C:55]1[CH:59]=[CH:60][C:52]([NH:51][C:41]2[N:40]=[C:39]([NH:38][CH2:37][C:36]3[CH:61]=[CH:62][C:33]([OH:32])=[CH:34][CH:35]=3)[N:44]=[C:43]([O:45][CH2:46][C:47]([F:49])([F:50])[F:48])[N:42]=2)=[CH:53][CH:54]=1)[CH2:66][N:67]1[CH2:72][CH2:71][N:70]([C:73]([O:75][C:76]([CH3:77])([CH3:79])[CH3:78])=[O:74])[CH2:69][CH2:68]1, predict the reactants needed to synthesize it. The reactants are: C(N(CC)C(C)C)(C)C.F[B-](F)(F)F.N1(OC(N(C)C)=[N+](C)C)C2C=CC=CC=2N=N1.[OH:32][C:33]1[CH:62]=[CH:61][C:36]([CH2:37][NH:38][C:39]2[N:44]=[C:43]([O:45][CH2:46][C:47]([F:50])([F:49])[F:48])[N:42]=[C:41]([NH:51][C:52]3[CH:60]=[CH:59][C:55]([C:56](O)=[O:57])=[CH:54][CH:53]=3)[N:40]=2)=[CH:35][CH:34]=1.[NH2:63][CH2:64][CH:65]([OH:80])[CH2:66][N:67]1[CH2:72][CH2:71][N:70]([C:73]([O:75][C:76]([CH3:79])([CH3:78])[CH3:77])=[O:74])[CH2:69][CH2:68]1. (5) The reactants are: [CH3:1][NH:2][NH:3][C:4]([C:6]1[C:11]([CH3:12])=[CH:10][CH:9]=[CH:8][N:7]=1)=[NH:5].[OH:13][C:14]1[CH:23]=[CH:22][C:21]2[C:16](=[CH:17][CH:18]=[CH:19][CH:20]=2)[C:15]=1[CH:24]=O. Given the product [CH3:1][N:2]1[C:24]([C:15]2[C:16]3[C:21](=[CH:20][CH:19]=[CH:18][CH:17]=3)[CH:22]=[CH:23][C:14]=2[OH:13])=[N:5][C:4]([C:6]2[C:11]([CH3:12])=[CH:10][CH:9]=[CH:8][N:7]=2)=[N:3]1, predict the reactants needed to synthesize it.